Dataset: Reaction yield outcomes from USPTO patents with 853,638 reactions. Task: Predict the reaction yield, written as a fraction of the theoretical maximum amount of product (1.0 means a 100% yield; for example, 0.34 means a 34% yield). The reactants are [OH:1][C@H:2]([C:26]1[CH:27]=[N:28][CH:29]=[CH:30][CH:31]=1)[CH2:3][N:4]([CH2:12][C@H:13]1[CH2:22][CH2:21][C:20]2[C:15](=[CH:16][CH:17]=[C:18]([N+:23]([O-])=O)[CH:19]=2)[O:14]1)[C:5](=[O:11])[O:6][C:7]([CH3:10])([CH3:9])[CH3:8].[BH4-].[Na+]. The product is [NH2:23][C:18]1[CH:19]=[C:20]2[C:15](=[CH:16][CH:17]=1)[O:14][C@@H:13]([CH2:12][N:4]([CH2:3][C@H:2]([OH:1])[C:26]1[CH:27]=[N:28][CH:29]=[CH:30][CH:31]=1)[C:5](=[O:11])[O:6][C:7]([CH3:10])([CH3:9])[CH3:8])[CH2:22][CH2:21]2. The catalyst is C1COCC1.C(O)C.[Pd]. The yield is 0.300.